Task: Predict the product of the given reaction.. Dataset: Forward reaction prediction with 1.9M reactions from USPTO patents (1976-2016) (1) The product is: [CH2:22]([C:2]1[C:11]2[O:10][CH2:9][C:8]3[CH:12]=[C:13]([OH:16])[CH:14]=[CH:15][C:7]=3[C:6]=2[CH:5]=[C:4]2[CH:17]=[CH:18][C:19]([OH:21])=[CH:20][C:3]=12)[CH2:23][CH2:24][CH3:25]. Given the reactants Br[C:2]1[C:11]2[O:10][CH2:9][C:8]3[CH:12]=[C:13]([OH:16])[CH:14]=[CH:15][C:7]=3[C:6]=2[CH:5]=[C:4]2[CH:17]=[CH:18][C:19]([OH:21])=[CH:20][C:3]=12.[CH2:22]([Sn]([CH2:22][CH2:23][CH2:24][CH3:25])([CH2:22][CH2:23][CH2:24][CH3:25])C1SC=CN=1)[CH2:23][CH2:24][CH3:25], predict the reaction product. (2) Given the reactants [CH3:1][C:2]1[N:6]([CH:7]([CH3:9])[CH3:8])[C:5]([C:10]2[CH:15]=[CH:14][N:13]=[C:12]([NH:16][CH:17]3[CH2:22][CH2:21][N:20](S(CCCN4CCCC4)(=O)=O)[CH2:19][CH2:18]3)[N:11]=2)=[CH:4][N:3]=1.[CH2:34]([O:36][C:37](N1CCC(N)CC1)=[O:38])[CH3:35], predict the reaction product. The product is: [CH3:1][C:2]1[N:6]([CH:7]([CH3:9])[CH3:8])[C:5]([C:10]2[CH:15]=[CH:14][N:13]=[C:12]([NH:16][CH:17]3[CH2:18][CH2:19][N:20]([C:37]([O:36][CH2:34][CH3:35])=[O:38])[CH2:21][CH2:22]3)[N:11]=2)=[CH:4][N:3]=1. (3) The product is: [S:1]1[CH:5]=[CH:4][CH:3]=[C:2]1[CH2:6][CH2:7][NH:8][C:16]([NH:15][C:12]1[CH:13]=[CH:14][C:9]([CH3:18])=[CH:10][CH:11]=1)=[O:17]. Given the reactants [S:1]1[CH:5]=[CH:4][CH:3]=[C:2]1[CH2:6][CH2:7][NH2:8].[C:9]1([CH3:18])[CH:14]=[CH:13][C:12]([N:15]=[C:16]=[O:17])=[CH:11][CH:10]=1, predict the reaction product.